This data is from Catalyst prediction with 721,799 reactions and 888 catalyst types from USPTO. The task is: Predict which catalyst facilitates the given reaction. (1) Reactant: [N+:1]([C:4]1[CH:9]=[CH:8][C:7]([CH:10](C(OCC2C=CC=CC=2)=O)[C:11]([O:13][CH2:14][CH3:15])=[O:12])=[CH:6][C:5]=1[C:26]([F:29])([F:28])[F:27])([O-])=O.C([O-])=O.[NH4+]. Product: [NH2:1][C:4]1[CH:9]=[CH:8][C:7]([CH2:10][C:11]([O:13][CH2:14][CH3:15])=[O:12])=[CH:6][C:5]=1[C:26]([F:27])([F:28])[F:29]. The catalyst class is: 29. (2) Reactant: [CH2:1]([C:5]1[NH:9][N:8]=[C:7]([C:10]([NH2:12])=[O:11])[C:6]=1[N+:13]([O-])=O)[CH2:2][CH2:3][CH3:4]. Product: [NH2:13][C:6]1[C:7]([C:10]([NH2:12])=[O:11])=[N:8][NH:9][C:5]=1[CH2:1][CH2:2][CH2:3][CH3:4]. The catalyst class is: 63. (3) Reactant: [CH3:1][O:2][C:3]1[CH:4]=[C:5]([CH:8]=[C:9]([O:11][CH3:12])[CH:10]=1)[CH:6]=O.[OH:13][C:14]1[CH:19]=[CH:18][C:17]([CH2:20][C:21]([OH:23])=[O:22])=[CH:16][CH:15]=1.C(OC(=O)C)(=O)C.C(N(CC)CC)C.Cl. Product: [CH3:1][O:2][C:3]1[CH:4]=[C:5]([CH:6]=[C:20]([C:17]2[CH:18]=[CH:19][C:14]([OH:13])=[CH:15][CH:16]=2)[C:21]([OH:23])=[O:22])[CH:8]=[C:9]([O:11][CH3:12])[CH:10]=1. The catalyst class is: 74.